From a dataset of Full USPTO retrosynthesis dataset with 1.9M reactions from patents (1976-2016). Predict the reactants needed to synthesize the given product. (1) Given the product [CH:26]1([NH:29][C:30](=[O:48])[C:31]2[CH:36]=[C:35]([C:2]3[CH:3]=[C:4]4[C:9](=[CH:10][CH:11]=3)[C:8](=[O:12])[N:7]([CH2:13][C:14]3[CH:19]=[CH:18][C:17]([S:20]([CH3:23])(=[O:21])=[O:22])=[CH:16][CH:15]=3)[CH:6]=[C:5]4[CH:24]=[O:25])[C:34]([CH3:46])=[C:33]([F:47])[CH:32]=2)[CH2:27][CH2:28]1, predict the reactants needed to synthesize it. The reactants are: Br[C:2]1[CH:3]=[C:4]2[C:9](=[CH:10][CH:11]=1)[C:8](=[O:12])[N:7]([CH2:13][C:14]1[CH:19]=[CH:18][C:17]([S:20]([CH3:23])(=[O:22])=[O:21])=[CH:16][CH:15]=1)[CH:6]=[C:5]2[CH:24]=[O:25].[CH:26]1([NH:29][C:30](=[O:48])[C:31]2[CH:36]=[C:35](B3OC(C)(C)C(C)(C)O3)[C:34]([CH3:46])=[C:33]([F:47])[CH:32]=2)[CH2:28][CH2:27]1. (2) Given the product [Cl:1][C:2]1[CH:32]=[CH:31][C:5]([CH2:6][N:7]2[C:15]3[C:10](=[CH:11][C:12](/[CH:16]=[C:17]4/[C:18](=[O:30])[N:19]([CH2:23][C@@H:24]5[CH2:28][C@@H:27]([F:29])[CH2:26][N:25]5[CH2:40][CH2:39][O:38][CH3:37])[C:20](=[O:22])[S:21]/4)=[CH:13][CH:14]=3)[CH:9]=[N:8]2)=[C:4]([C:33]([F:36])([F:35])[F:34])[CH:3]=1, predict the reactants needed to synthesize it. The reactants are: [Cl:1][C:2]1[CH:32]=[CH:31][C:5]([CH2:6][N:7]2[C:15]3[C:10](=[CH:11][C:12](/[CH:16]=[C:17]4/[C:18](=[O:30])[N:19]([CH2:23][C@@H:24]5[CH2:28][C@@H:27]([F:29])[CH2:26][NH:25]5)[C:20](=[O:22])[S:21]/4)=[CH:13][CH:14]=3)[CH:9]=[N:8]2)=[C:4]([C:33]([F:36])([F:35])[F:34])[CH:3]=1.[CH3:37][O:38][CH2:39][CH2:40]Br. (3) Given the product [Cl:1][C:2]1[CH:10]=[CH:9][C:8]([C:11]2[N:12]=[C:13]([CH3:16])[S:14][CH:15]=2)=[CH:7][C:3]=1[C:4]([NH:17][CH2:18][C:19]1([OH:26])[CH2:25][CH2:24][CH2:23][CH2:22][CH2:21][CH2:20]1)=[O:6], predict the reactants needed to synthesize it. The reactants are: [Cl:1][C:2]1[CH:10]=[CH:9][C:8]([C:11]2[N:12]=[C:13]([CH3:16])[S:14][CH:15]=2)=[CH:7][C:3]=1[C:4]([OH:6])=O.[NH2:17][CH2:18][C:19]1([OH:26])[CH2:25][CH2:24][CH2:23][CH2:22][CH2:21][CH2:20]1.ON1C2C=CC=CC=2N=N1.Cl.CN(C)CCCN=C=NCC.C(N(CC)CC)C.